The task is: Predict the product of the given reaction.. This data is from Forward reaction prediction with 1.9M reactions from USPTO patents (1976-2016). Given the reactants [C:1]([C:5]1[O:9][C:8]([C:10]2[C:11]([NH2:29])=[N:12][CH:13]=[C:14]([C:16]3[N:20]([CH2:21][CH3:22])[N:19]=[C:18]([CH:23]4[CH2:28][CH2:27][NH:26][CH2:25][CH2:24]4)[N:17]=3)[N:15]=2)=[N:7][N:6]=1)([CH3:4])([CH3:3])[CH3:2].[CH3:30][C:31]1([CH3:39])[O:35][C@H:34]([C:36]([O-])=[O:37])[CH2:33][O:32]1.[K+].CCN=C=NCCCN(C)C.O.ON1C2C=CC=CC=2N=N1.CCN(C(C)C)C(C)C, predict the reaction product. The product is: [NH2:29][C:11]1[N:12]=[CH:13][C:14]([C:16]2[N:20]([CH2:21][CH3:22])[N:19]=[C:18]([CH:23]3[CH2:28][CH2:27][N:26]([C:36]([C@@H:34]4[CH2:33][O:32][C:31]([CH3:39])([CH3:30])[O:35]4)=[O:37])[CH2:25][CH2:24]3)[N:17]=2)=[N:15][C:10]=1[C:8]1[O:9][C:5]([C:1]([CH3:2])([CH3:3])[CH3:4])=[N:6][N:7]=1.